Task: Predict the reactants needed to synthesize the given product.. Dataset: Full USPTO retrosynthesis dataset with 1.9M reactions from patents (1976-2016) (1) The reactants are: C(N(CC)CC)C.[CH3:8][S:9](Cl)(=[O:11])=[O:10].[NH2:13][CH:14]([C:29]1[N:30]([C:40]([O:42][C:43]([CH3:46])([CH3:45])[CH3:44])=[O:41])[CH:31]=[C:32]([CH2:34][C:35]([CH3:39])([CH3:38])[CH2:36][CH3:37])[N:33]=1)[CH2:15][C:16]1[CH:21]=[CH:20][C:19]([C:22]2[CH:27]=[CH:26][C:25]([F:28])=[CH:24][N:23]=2)=[CH:18][CH:17]=1. Given the product [CH3:38][C:35]([CH3:39])([CH2:36][CH3:37])[CH2:34][C:32]1[N:33]=[C:29]([CH:14]([NH:13][S:9]([CH3:8])(=[O:11])=[O:10])[CH2:15][C:16]2[CH:21]=[CH:20][C:19]([C:22]3[CH:27]=[CH:26][C:25]([F:28])=[CH:24][N:23]=3)=[CH:18][CH:17]=2)[N:30]([C:40]([O:42][C:43]([CH3:44])([CH3:45])[CH3:46])=[O:41])[CH:31]=1, predict the reactants needed to synthesize it. (2) Given the product [C:1]1([C:10]2[CH:15]=[CH:14][CH:13]=[CH:12][CH:11]=2)[CH:2]=[CH:3][C:4]([C:7]([NH:38][CH2:37][C:33]2[CH:32]=[C:31]([CH:36]=[CH:35][CH:34]=2)[O:30][C:27]2[CH:28]=[CH:29][C:24]([O:23][C:20]([CH3:22])([CH3:21])[C:19]([OH:41])=[O:18])=[C:25]([CH3:39])[CH:26]=2)=[O:9])=[CH:5][CH:6]=1, predict the reactants needed to synthesize it. The reactants are: [C:1]1([C:10]2[CH:15]=[CH:14][CH:13]=[CH:12][CH:11]=2)[CH:6]=[CH:5][C:4]([C:7]([OH:9])=O)=[CH:3][CH:2]=1.C([O:18][C:19](=[O:41])[C:20]([O:23][C:24]1[CH:29]=[CH:28][C:27]([O:30][C:31]2[CH:36]=[CH:35][CH:34]=[C:33]([CH2:37][NH2:38])[CH:32]=2)=[CH:26][C:25]=1[CH2:39]C)([CH3:22])[CH3:21])C. (3) Given the product [C:3]1([C:9]2[S:10][CH:11]=[C:12]([CH:14]([C:20]([CH3:21])=[O:22])[C:15]([O:17][CH2:18][CH3:19])=[O:16])[N:13]=2)[CH:4]=[CH:5][CH:6]=[CH:7][CH:8]=1, predict the reactants needed to synthesize it. The reactants are: [H-].[Na+].[C:3]1([C:9]2[S:10][CH:11]=[C:12]([CH2:14][C:15]([O:17][CH2:18][CH3:19])=[O:16])[N:13]=2)[CH:8]=[CH:7][CH:6]=[CH:5][CH:4]=1.[C:20](OCC)(=[O:22])[CH3:21]. (4) Given the product [Cl:1][C:2]1[CH:3]=[C:4]2[C:8](=[CH:9][CH:10]=1)[NH:7][CH:6]=[C:5]2[CH2:11][CH2:12][NH:13][C:14](=[O:23])[C:15]1[CH:20]=[CH:19][CH:18]=[C:17]([CH2:21][C:29]2[CH:30]=[CH:31][C:26]([C:24]#[N:25])=[CH:27][CH:28]=2)[CH:16]=1, predict the reactants needed to synthesize it. The reactants are: [Cl:1][C:2]1[CH:3]=[C:4]2[C:8](=[CH:9][CH:10]=1)[NH:7][CH:6]=[C:5]2[CH2:11][CH2:12][NH:13][C:14](=[O:23])[C:15]1[CH:20]=[CH:19][CH:18]=[C:17]([CH2:21]Cl)[CH:16]=1.[C:24]([C:26]1[CH:31]=[CH:30][C:29](B(O)O)=[CH:28][CH:27]=1)#[N:25].C(=O)([O-])[O-].[Na+].[Na+].[I-].[Na+]. (5) The reactants are: [CH2:1]([O:8][C:9]([C:11]1[C:19]2[C:14](=[CH:15][CH:16]=[C:17]([CH2:20][CH2:21][NH:22][CH3:23])[CH:18]=2)[NH:13][C:12]=1[CH3:24])=[O:10])[C:2]1[CH:7]=[CH:6][CH:5]=[CH:4][CH:3]=1.[O:25]1[CH2:30][CH2:29][C:28](=O)[CH2:27][CH2:26]1.C(O[BH-](OC(=O)C)OC(=O)C)(=O)C.[Na+].C(O)(=O)C. Given the product [CH2:1]([O:8][C:9]([C:11]1[C:19]2[C:14](=[CH:15][CH:16]=[C:17]([CH2:20][CH2:21][N:22]([CH3:23])[CH:28]3[CH2:29][CH2:30][O:25][CH2:26][CH2:27]3)[CH:18]=2)[NH:13][C:12]=1[CH3:24])=[O:10])[C:2]1[CH:3]=[CH:4][CH:5]=[CH:6][CH:7]=1, predict the reactants needed to synthesize it. (6) Given the product [F:1][C:2]1[C:7]([C:13]2[CH:14]=[CH:15][C:16]([O:19][CH2:20][CH:21]3[CH2:22][CH2:23][N:24]([C:27]([O:29][C:30]([CH3:33])([CH3:32])[CH3:31])=[O:28])[CH2:25][CH2:26]3)=[CH:17][N:18]=2)=[CH:6][CH:5]=[C:4]([CH3:11])[N:3]=1, predict the reactants needed to synthesize it. The reactants are: [F:1][C:2]1[C:7](B(O)O)=[CH:6][CH:5]=[C:4]([CH3:11])[N:3]=1.Br[C:13]1[N:18]=[CH:17][C:16]([O:19][CH2:20][CH:21]2[CH2:26][CH2:25][N:24]([C:27]([O:29][C:30]([CH3:33])([CH3:32])[CH3:31])=[O:28])[CH2:23][CH2:22]2)=[CH:15][CH:14]=1.C([O-])([O-])=O.[Na+].[Na+].